Dataset: Forward reaction prediction with 1.9M reactions from USPTO patents (1976-2016). Task: Predict the product of the given reaction. (1) Given the reactants Cl.[C:2]([C@@:4]1([CH:26]2[CH2:28][CH2:27]2)[CH2:8][CH2:7][N:6]([C:9]2[CH:14]=[CH:13][N:12]=[C:11]([NH:15][C:16]3[CH:20]=[C:19]([C:21](O)=[O:22])[N:18]([CH3:24])[N:17]=3)[CH:10]=2)[C:5]1=[O:25])#[N:3].C(N=C=NCCCN(C)C)C.ON1C2C=CC=CC=2N=N1.[F:50][C:51]([F:55])([F:54])[CH2:52][NH2:53].C(=O)([O-])O.[Na+], predict the reaction product. The product is: [C:2]([C@@:4]1([CH:26]2[CH2:28][CH2:27]2)[CH2:8][CH2:7][N:6]([C:9]2[CH:14]=[CH:13][N:12]=[C:11]([NH:15][C:16]3[CH:20]=[C:19]([C:21]([NH:53][CH2:52][C:51]([F:55])([F:54])[F:50])=[O:22])[N:18]([CH3:24])[N:17]=3)[CH:10]=2)[C:5]1=[O:25])#[N:3]. (2) Given the reactants C[O:2][C:3](=[O:22])[CH2:4][CH2:5][C@H:6]1[CH2:11][CH2:10][C@H:9]([CH2:12][N:13]([C:15]([O:17][C:18]([CH3:21])([CH3:20])[CH3:19])=[O:16])[CH3:14])[CH2:8][CH2:7]1.[OH-].[K+], predict the reaction product. The product is: [C:18]([O:17][C:15]([N:13]([CH2:12][C@H:9]1[CH2:10][CH2:11][C@H:6]([CH2:5][CH2:4][C:3]([OH:22])=[O:2])[CH2:7][CH2:8]1)[CH3:14])=[O:16])([CH3:21])([CH3:19])[CH3:20]. (3) Given the reactants [F:1][CH:2]1[CH:7]([O:8][C:9]2[CH:14]=[CH:13][C:12]([N+:15]([O-])=O)=[CH:11][CH:10]=2)[CH2:6][CH2:5][N:4]([CH3:18])[CH2:3]1, predict the reaction product. The product is: [F:1][CH:2]1[CH:7]([O:8][C:9]2[CH:14]=[CH:13][C:12]([NH2:15])=[CH:11][CH:10]=2)[CH2:6][CH2:5][N:4]([CH3:18])[CH2:3]1. (4) The product is: [ClH:24].[C:1]([C:3]1[C:4]([OH:25])=[C:5]([C:13]2[N:23]=[CH:22][CH:21]=[CH:20][C:14]=2[C:15]([O:17][CH2:18][CH3:19])=[O:16])[CH:6]=[CH:7][CH:8]=1)#[N:2]. Given the reactants [C:1]([C:3]1[CH:4]=[C:5]([C:13]2[N:23]=[CH:22][CH:21]=[CH:20][C:14]=2[C:15]([O:17][CH2:18][CH3:19])=[O:16])[CH:6]=[CH:7][C:8]=1OCOC)#[N:2].[ClH:24].[O:25]1CCOCC1, predict the reaction product. (5) Given the reactants [CH2:1]([N:8]1[C:16]([C:17]2[CH:22]=[CH:21][CH:20]=[CH:19][CH:18]=2)=[C:15]2[C:10]([C:11]([C:23](O)=[O:24])=[CH:12][CH:13]=[CH:14]2)=[N:9]1)[C:2]1[CH:7]=[CH:6][CH:5]=[CH:4][CH:3]=1.Cl.CN(C)CCCN=C=NCC.Cl.[CH3:39][NH:40][O:41][CH3:42], predict the reaction product. The product is: [CH3:42][O:41][N:40]([CH3:39])[C:23]([C:11]1[C:10]2[C:15](=[C:16]([C:17]3[CH:22]=[CH:21][CH:20]=[CH:19][CH:18]=3)[N:8]([CH2:1][C:2]3[CH:3]=[CH:4][CH:5]=[CH:6][CH:7]=3)[N:9]=2)[CH:14]=[CH:13][CH:12]=1)=[O:24]. (6) Given the reactants [H-].[Na+].[Br:3][C:4]1[C:12]2[S:11](=[O:14])(=[O:13])[N:10]([CH2:15]CN(CC)CC)[CH2:9][C:8]=2[CH:7]=[CH:6][CH:5]=1.CI, predict the reaction product. The product is: [Br:3][C:4]1[C:12]2[S:11](=[O:14])(=[O:13])[N:10]([CH3:15])[CH2:9][C:8]=2[CH:7]=[CH:6][CH:5]=1. (7) The product is: [OH:3][CH:2]([CH2:4][N:40]1[CH2:45][CH2:44][S:43][CH2:42][CH2:41]1)[CH2:9][O:15][C:16]1[CH:17]=[CH:18][C:19]2[C:20]3[N:21]([CH2:37][CH2:38][N:39]=3)[C:22]([NH:28][C:29]([C:30]3[CH:31]=[N:32][CH:33]=[CH:34][CH:35]=3)=[O:36])=[N:23][C:24]=2[C:25]=1[O:26][CH3:27]. Given the reactants O[C:2]([C:4](F)(F)F)=[O:3].O[C:9](C(F)(F)F)=O.[OH:15][C:16]1[CH:17]=[CH:18][C:19]2[C:20]3[N:21]([CH2:37][CH2:38][N:39]=3)[C:22]([NH:28][C:29](=[O:36])[C:30]3[CH:35]=[CH:34][CH:33]=[N:32][CH:31]=3)=[N:23][C:24]=2[C:25]=1[O:26][CH3:27].[NH:40]1[CH2:45][CH2:44][S:43][CH2:42][CH2:41]1, predict the reaction product. (8) Given the reactants [OH:1][CH:2]([CH:7]([N:16]1[C:24]2[C:19](=[CH:20][CH:21]=[CH:22][CH:23]=2)[CH:18]=[CH:17]1)[C:8]1[CH:13]=[CH:12][C:11]([O:14][CH3:15])=[CH:10][CH:9]=1)[C:3]([NH:5][CH3:6])=O.B.O1CCCC1.CO, predict the reaction product. The product is: [N:16]1([CH:7]([C:8]2[CH:9]=[CH:10][C:11]([O:14][CH3:15])=[CH:12][CH:13]=2)[CH:2]([OH:1])[CH2:3][NH:5][CH3:6])[C:24]2[C:19](=[CH:20][CH:21]=[CH:22][CH:23]=2)[CH:18]=[CH:17]1.